Task: Regression. Given a peptide amino acid sequence and an MHC pseudo amino acid sequence, predict their binding affinity value. This is MHC class I binding data.. Dataset: Peptide-MHC class I binding affinity with 185,985 pairs from IEDB/IMGT (1) The peptide sequence is WLVIGVAFL. The MHC is HLA-A02:01 with pseudo-sequence HLA-A02:01. The binding affinity (normalized) is 0.672. (2) The peptide sequence is NANPDCKTI. The MHC is HLA-A11:01 with pseudo-sequence HLA-A11:01. The binding affinity (normalized) is 0.0847. (3) The peptide sequence is EFCSQHTML. The MHC is HLA-A01:01 with pseudo-sequence HLA-A01:01. The binding affinity (normalized) is 0.0710.